Predict the product of the given reaction. From a dataset of Forward reaction prediction with 1.9M reactions from USPTO patents (1976-2016). (1) Given the reactants Br[C:2]1[C:10]2[N:9]3[CH2:11][CH2:12][NH:13][C:14](=[O:15])[C:8]3=[CH:7][C:6]=2[CH:5]=[C:4]([C:16]#[N:17])[CH:3]=1.[F:18][C:19]([F:30])([F:29])[C:20]1[CH:25]=[CH:24][C:23](B(O)O)=[CH:22][CH:21]=1, predict the reaction product. The product is: [O:15]=[C:14]1[C:8]2=[CH:7][C:6]3[CH:5]=[C:4]([C:16]#[N:17])[CH:3]=[C:2]([C:23]4[CH:24]=[CH:25][C:20]([C:19]([F:30])([F:29])[F:18])=[CH:21][CH:22]=4)[C:10]=3[N:9]2[CH2:11][CH2:12][NH:13]1. (2) Given the reactants [Br:1][C:2]1[N:3]=[C:4]([CH:16]([OH:24])[CH2:17][C:18]2[CH:23]=[CH:22][CH:21]=[CH:20][CH:19]=2)[N:5]([CH2:8][O:9][CH2:10][CH2:11][Si:12]([CH3:15])([CH3:14])[CH3:13])[C:6]=1[Br:7], predict the reaction product. The product is: [Br:1][C:2]1[N:3]=[C:4]([C:16](=[O:24])[CH2:17][C:18]2[CH:19]=[CH:20][CH:21]=[CH:22][CH:23]=2)[N:5]([CH2:8][O:9][CH2:10][CH2:11][Si:12]([CH3:15])([CH3:14])[CH3:13])[C:6]=1[Br:7]. (3) Given the reactants Cl.[CH3:2][C@H:3]1[O:8][CH2:7][CH2:6][NH:5][CH2:4]1.C(N(C(C)C)C(C)C)C.[Br:18][C:19]1[CH:20]=[C:21]([C:35]([O:37][CH3:38])=[O:36])[CH:22]=[C:23]2[C:28]=1[O:27][C:26](S(CC)(=O)=O)=[CH:25][C:24]2=[O:34], predict the reaction product. The product is: [Br:18][C:19]1[CH:20]=[C:21]([C:35]([O:37][CH3:38])=[O:36])[CH:22]=[C:23]2[C:28]=1[O:27][C:26]([N:5]1[CH2:6][CH2:7][O:8][C@H:3]([CH3:2])[CH2:4]1)=[CH:25][C:24]2=[O:34]. (4) The product is: [N+:1]([C:4]1[CH:5]=[C:6]([C:7]([N:33]2[CH2:34][CH2:35][N:30]([CH2:28][CH3:29])[CH2:31][CH2:32]2)=[O:9])[CH:10]=[CH:11][C:12]=1[N+:13]([O-:15])=[O:14])([O-:3])=[O:2]. Given the reactants [N+:1]([C:4]1[CH:5]=[C:6]([CH:10]=[CH:11][C:12]=1[N+:13]([O-:15])=[O:14])[C:7]([OH:9])=O)([O-:3])=[O:2].P(Cl)(Cl)(Cl)(Cl)Cl.CCCCCC.[CH2:28]([N:30]1[CH2:35][CH2:34][NH:33][CH2:32][CH2:31]1)[CH3:29], predict the reaction product. (5) The product is: [N+:1]([C:4]1[CH:5]=[CH:6][C:7]([C:8]([NH:20][C@@H:19]([CH3:21])[C:18]([O:17][C:13]([CH3:16])([CH3:15])[CH3:14])=[O:22])=[O:10])=[CH:11][CH:12]=1)([O-:3])=[O:2]. Given the reactants [N+:1]([C:4]1[CH:12]=[CH:11][C:7]([C:8]([OH:10])=O)=[CH:6][CH:5]=1)([O-:3])=[O:2].[C:13]([O:17][C:18](=[O:22])[C@H:19]([CH3:21])[NH2:20])([CH3:16])([CH3:15])[CH3:14], predict the reaction product.